This data is from Full USPTO retrosynthesis dataset with 1.9M reactions from patents (1976-2016). The task is: Predict the reactants needed to synthesize the given product. Given the product [Br:17][C:4]1[C:5]2[C:13]3[C:8](=[CH:9][CH:10]=[CH:11][CH:12]=3)[NH:7][C:6]=2[N:1]=[CH:2][CH:3]=1, predict the reactants needed to synthesize it. The reactants are: [N+:1]1([O-])[CH:2]=[CH:3][CH:4]=[C:5]2[C:13]3[C:8](=[CH:9][CH:10]=[CH:11][CH:12]=3)[NH:7][C:6]=12.P(Br)(Br)([Br:17])=O.O.[OH-].[K+].